Dataset: Full USPTO retrosynthesis dataset with 1.9M reactions from patents (1976-2016). Task: Predict the reactants needed to synthesize the given product. (1) Given the product [O:44]1[CH2:49][CH2:48][O:47][CH2:46][CH:45]1[C:50]1[C:58]2[S:57][C:56]([NH:59][C:7](=[O:9])[C:3]3[CH:4]=[CH:5][CH:6]=[C:1]([CH3:10])[CH:2]=3)=[N:55][C:54]=2[C:53]([O:60][CH3:61])=[CH:52][CH:51]=1, predict the reactants needed to synthesize it. The reactants are: [C:1]1([CH3:10])[CH:6]=[CH:5][CH:4]=[C:3]([C:7]([OH:9])=O)[CH:2]=1.CN(C(ON1N=NC2C=CC=NC1=2)=[N+](C)C)C.F[P-](F)(F)(F)(F)F.C(N(C(C)C)C(C)C)C.[O:44]1[CH2:49][CH2:48][O:47][CH2:46][CH:45]1[C:50]1[C:58]2[S:57][C:56]([NH2:59])=[N:55][C:54]=2[C:53]([O:60][CH3:61])=[CH:52][CH:51]=1. (2) Given the product [Cl:15][C:10]1[O:11][C:7]2[CH:6]=[CH:5][C:4]([N+:1]([O-:3])=[O:2])=[CH:13][C:8]=2[N:9]=1, predict the reactants needed to synthesize it. The reactants are: [N+:1]([C:4]1[CH:5]=[CH:6][C:7]2[O:11][C:10](=S)[NH:9][C:8]=2[CH:13]=1)([O-:3])=[O:2].P(Cl)(Cl)(Cl)(Cl)[Cl:15]. (3) Given the product [CH3:1][C:2]1([CH2:3][CH2:4][CH3:5])[O:10][CH2:9][C:8]([CH3:13])([CH3:11])[CH2:7][O:6]1, predict the reactants needed to synthesize it. The reactants are: [CH3:1][C:2](=[O:6])[CH2:3][CH2:4][CH3:5].[CH3:7][C:8]([CH3:13])([CH2:11]O)[CH2:9][OH:10].C1(C)C=CC(S(O)(=O)=O)=CC=1. (4) Given the product [CH2:7]([C:8]1([NH2:9])[CH2:11][CH2:10]1)[C:1]1[CH:6]=[CH:5][CH:4]=[CH:3][CH:2]=1, predict the reactants needed to synthesize it. The reactants are: [C:1]1([CH2:7][C:8]#[N:9])[CH:6]=[CH:5][CH:4]=[CH:3][CH:2]=1.[CH2:10]([Mg]Br)[CH3:11].B(F)(F)F.[OH-].[Na+]. (5) Given the product [CH2:22]([O:21][C:19](=[O:20])[CH:24]=[CH:2][CH2:3][CH2:4][NH:5][C:6]([C:8]1[NH:9][C:10]2[C:15]([C:16]=1[I:17])=[CH:14][C:13]([F:18])=[CH:12][CH:11]=2)=[O:7])[CH3:23], predict the reactants needed to synthesize it. The reactants are: O=[CH:2][CH2:3][CH2:4][NH:5][C:6]([C:8]1[NH:9][C:10]2[C:15]([C:16]=1[I:17])=[CH:14][C:13]([F:18])=[CH:12][CH:11]=2)=[O:7].[C:19]([CH:24]=P(C1C=CC=CC=1)(C1C=CC=CC=1)C1C=CC=CC=1)([O:21][CH2:22][CH3:23])=[O:20]. (6) The reactants are: [CH3:1][O:2][C:3]1[CH:4]=[C:5]([CH:7]=[CH:8][C:9]=1[N:10]1[CH:14]=[C:13]([CH3:15])[N:12]=[CH:11]1)[NH2:6].Cl[C:17]1[N:22]=[C:21]([NH:23][CH:24]2[CH2:26][CH2:25]2)[CH:20]=[C:19]([CH2:27][O:28][CH2:29][C:30]([F:33])([F:32])[F:31])[N:18]=1.C(=O)([O-])[O-].[Cs+].[Cs+].C1(P(C2CCCCC2)C2C=CC=CC=2C2C=CC=CC=2)CCCCC1. Given the product [CH:24]1([NH:23][C:21]2[CH:20]=[C:19]([CH2:27][O:28][CH2:29][C:30]([F:32])([F:33])[F:31])[N:18]=[C:17]([NH:6][C:5]3[CH:7]=[CH:8][C:9]([N:10]4[CH:14]=[C:13]([CH3:15])[N:12]=[CH:11]4)=[C:3]([O:2][CH3:1])[CH:4]=3)[N:22]=2)[CH2:26][CH2:25]1, predict the reactants needed to synthesize it. (7) Given the product [Cl:1][C:2]1[C:7]([NH2:8])=[CH:6][C:5]([C:11]([F:12])([F:13])[F:14])=[CH:4][N:3]=1, predict the reactants needed to synthesize it. The reactants are: [Cl:1][C:2]1[C:7]([N+:8]([O-])=O)=[CH:6][C:5]([C:11]([F:14])([F:13])[F:12])=[CH:4][N:3]=1. (8) The reactants are: [CH3:1][NH:2][CH:3]1[CH2:9][CH2:8][CH2:7][CH2:6][NH:5][CH2:4]1.[CH3:10][O:11][C:12]1[CH:13]=[C:14]([S:20](Cl)(=[O:22])=[O:21])[CH:15]=[CH:16][C:17]=1[O:18][CH3:19]. Given the product [CH3:10][O:11][C:12]1[CH:13]=[C:14]([S:20]([N:5]2[CH2:6][CH2:7][CH2:8][CH2:9][CH:3]([N:2]([CH3:1])[S:20]([C:14]3[CH:15]=[CH:16][C:17]([O:18][CH3:19])=[C:12]([O:11][CH3:10])[CH:13]=3)(=[O:22])=[O:21])[CH2:4]2)(=[O:22])=[O:21])[CH:15]=[CH:16][C:17]=1[O:18][CH3:19], predict the reactants needed to synthesize it.